Dataset: Full USPTO retrosynthesis dataset with 1.9M reactions from patents (1976-2016). Task: Predict the reactants needed to synthesize the given product. (1) Given the product [Br:1][C:2]1[CH:7]=[CH:6][C:5]([O:8][CH2:14][CH2:15][O:16][CH2:17][CH2:18][O:19][CH3:20])=[C:4]([CH3:9])[CH:3]=1, predict the reactants needed to synthesize it. The reactants are: [Br:1][C:2]1[CH:7]=[CH:6][C:5]([OH:8])=[C:4]([CH3:9])[CH:3]=1.S(C1C=CC(C)=CC=1)(O[CH2:14][CH2:15][O:16][CH2:17][CH2:18][O:19][CH3:20])(=O)=O. (2) Given the product [CH2:1]([O:3][C:4](=[O:13])[C:5]1[CH:10]=[C:9]([I:14])[C:8]([NH2:11])=[N:7][C:6]=1[NH2:12])[CH3:2], predict the reactants needed to synthesize it. The reactants are: [CH2:1]([O:3][C:4](=[O:13])[C:5]1[CH:10]=[CH:9][C:8]([NH2:11])=[N:7][C:6]=1[NH2:12])[CH3:2].[I:14]N1C(=O)CCC1=O.O.O.O.O.O.S([O-])([O-])(=O)=S.[Na+].[Na+].